From a dataset of Reaction yield outcomes from USPTO patents with 853,638 reactions. Predict the reaction yield, written as a fraction of the theoretical maximum amount of product (1.0 means a 100% yield; for example, 0.34 means a 34% yield). (1) The reactants are [F:1][C:2]([F:14])([F:13])[C:3]1[N:8]=[C:7]([C:9](O)([CH3:11])[CH3:10])[CH:6]=[CH:5][CH:4]=1.S(=O)(=O)(O)O.[OH-:20].[Na+].[C:22](#[N:24])[CH3:23]. No catalyst specified. The product is [CH3:10][C:9]([NH:24][C:22](=[O:20])[CH3:23])([C:7]1[CH:6]=[CH:5][CH:4]=[C:3]([C:2]([F:14])([F:13])[F:1])[N:8]=1)[CH3:11]. The yield is 0.820. (2) The reactants are [NH2:1][C:2]1[CH:3]=[C:4]([OH:12])[C:5](=[CH:10][CH:11]=1)[C:6]([O:8][CH3:9])=[O:7].[Cl:13][C:14]1[C:19]([Cl:20])=[CH:18][CH:17]=[CH:16][C:15]=1[S:21](Cl)(=[O:23])=[O:22]. No catalyst specified. The product is [Cl:13][C:14]1[C:19]([Cl:20])=[CH:18][CH:17]=[CH:16][C:15]=1[S:21]([NH:1][C:2]1[CH:11]=[CH:10][C:5]([C:6]([O:8][CH3:9])=[O:7])=[C:4]([OH:12])[CH:3]=1)(=[O:23])=[O:22]. The yield is 0.660. (3) The reactants are [I-:1].[Na+].CNCCNC.Br[C:10]1[CH:39]=[CH:38][C:37]([N:40]2[CH:44]=[CH:43][CH:42]=[CH:41]2)=[CH:36][C:11]=1[C:12]([NH:14][C:15](=[O:35])[NH:16][C:17]1[S:18][C:19]2[CH:25]=[C:24]([S:26]([CH2:29][CH2:30][NH:31][CH:32]([CH3:34])[CH3:33])(=[O:28])=[O:27])[CH:23]=[CH:22][C:20]=2[N:21]=1)=[O:13]. The catalyst is O1CCOCC1.[Cu]I. The product is [I:1][C:10]1[CH:39]=[CH:38][C:37]([N:40]2[CH:44]=[CH:43][CH:42]=[CH:41]2)=[CH:36][C:11]=1[C:12]([NH:14][C:15](=[O:35])[NH:16][C:17]1[S:18][C:19]2[CH:25]=[C:24]([S:26]([CH2:29][CH2:30][NH:31][CH:32]([CH3:34])[CH3:33])(=[O:28])=[O:27])[CH:23]=[CH:22][C:20]=2[N:21]=1)=[O:13]. The yield is 0.0200. (4) The reactants are [C:1]([O:5][C:6]([NH:8][CH:9]([C:21]([N:23]1[CH2:28][CH2:27][CH:26]([CH3:29])[CH2:25][CH2:24]1)=[O:22])[CH2:10][CH2:11][C:12]1[CH:13]=[C:14]([CH:18]=[CH:19][CH:20]=1)[C:15](O)=[O:16])=[O:7])([CH3:4])([CH3:3])[CH3:2].C(Cl)CCl.[NH3:34]. The catalyst is CN(C1C=CN=CC=1)C.CN(C=O)C. The product is [C:1]([O:5][C:6](=[O:7])[NH:8][CH:9]([C:21]([N:23]1[CH2:24][CH2:25][CH:26]([CH3:29])[CH2:27][CH2:28]1)=[O:22])[CH2:10][CH2:11][C:12]1[CH:20]=[CH:19][CH:18]=[C:14]([C:15](=[O:16])[NH2:34])[CH:13]=1)([CH3:3])([CH3:2])[CH3:4]. The yield is 0.780. (5) The reactants are [F:1][C:2]1[CH:3]=[N:4][C:5]([NH:8][C:9]2[S:10][C:11]3[CH2:17][CH2:16][N:15]([CH2:18][CH2:19][CH2:20][N:21](C)[C:22](=O)OC(C)(C)C)[C:14]4=[N:30][N:31]([CH2:33][C:34]5[CH:39]=[CH:38][C:37]([O:40][CH3:41])=[CH:36][CH:35]=5)[CH:32]=[C:13]4[C:12]=3[N:42]=2)=[N:6][CH:7]=1.CCN(CC)CC. The catalyst is Cl.O1CCOCC1.CO.C(Cl)Cl. The product is [F:1][C:2]1[CH:3]=[N:4][C:5]([NH:8][C:9]2[S:10][C:11]3[CH2:17][CH2:16][N:15]([CH2:18][CH2:19][CH2:20][NH:21][CH3:22])[C:14]4=[N:30][N:31]([CH2:33][C:34]5[CH:35]=[CH:36][C:37]([O:40][CH3:41])=[CH:38][CH:39]=5)[CH:32]=[C:13]4[C:12]=3[N:42]=2)=[N:6][CH:7]=1. The yield is 0.370. (6) The reactants are [NH2:1][C:2]1[CH:10]=[C:9]([O:11][CH3:12])[CH:8]=[C:7]([O:13][CH3:14])[C:3]=1[C:4]([NH2:6])=[O:5].[CH2:15]([N:19]1[CH2:24][CH2:23][N:22]([C:25]2[CH:32]=[CH:31][C:28]([CH:29]=O)=[CH:27][CH:26]=2)[CH2:21][CH2:20]1)[CH2:16][CH2:17][CH3:18].OS([O-])=O.[Na+].CC1C=CC(S(O)(=O)=O)=CC=1. The catalyst is CC(N(C)C)=O.O. The product is [CH2:15]([N:19]1[CH2:20][CH2:21][N:22]([C:25]2[CH:26]=[CH:27][C:28]([C:29]3[NH:6][C:4](=[O:5])[C:3]4[C:2](=[CH:10][C:9]([O:11][CH3:12])=[CH:8][C:7]=4[O:13][CH3:14])[N:1]=3)=[CH:31][CH:32]=2)[CH2:23][CH2:24]1)[CH2:16][CH2:17][CH3:18]. The yield is 0.130. (7) The reactants are [Br:1][C:2]1[CH:3]=[C:4]([CH:9]=[CH:10][CH:11]=1)[C:5]([NH:7][NH2:8])=[O:6].CN1CCCC1=O.[C:19](Cl)(=[O:26])[C:20]1[CH:25]=[CH:24][CH:23]=[CH:22][CH:21]=1. The catalyst is O. The product is [C:19]([NH:8][NH:7][C:5](=[O:6])[C:4]1[CH:9]=[CH:10][CH:11]=[C:2]([Br:1])[CH:3]=1)(=[O:26])[C:20]1[CH:25]=[CH:24][CH:23]=[CH:22][CH:21]=1. The yield is 0.960.